Dataset: Forward reaction prediction with 1.9M reactions from USPTO patents (1976-2016). Task: Predict the product of the given reaction. (1) Given the reactants [C:1]([N:5]([CH3:29])[C:6]([C:8]1[N:12]2[CH2:13][CH2:14][C:15]3[C:20]([C:11]2=[C:10]([C:24]2[S:25][CH:26]=[CH:27][CH:28]=2)[CH:9]=1)=[CH:19][C:18]([NH2:21])=[C:17]([O:22][CH3:23])[CH:16]=3)=[O:7])([CH3:4])([CH3:3])[CH3:2].C(N(CC)CC)C.[CH3:37][O:38][CH2:39][C:40](Cl)=[O:41], predict the reaction product. The product is: [C:1]([N:5]([CH3:29])[C:6]([C:8]1[N:12]2[CH2:13][CH2:14][C:15]3[C:20]([C:11]2=[C:10]([C:24]2[S:25][CH:26]=[CH:27][CH:28]=2)[CH:9]=1)=[CH:19][C:18]([NH:21][C:40](=[O:41])[CH2:39][O:38][CH3:37])=[C:17]([O:22][CH3:23])[CH:16]=3)=[O:7])([CH3:3])([CH3:4])[CH3:2]. (2) Given the reactants N[C:2]1[CH:7]=[C:6]([CH2:8]O)[CH:5]=CN=1.[NH:10]1[CH:14]=[CH:13][N:12]=[CH:11]1.[CH3:15][C:16]([Si:19](Cl)(C)C)([CH3:18])[CH3:17].CN(C=[O:27])C, predict the reaction product. The product is: [C:16]([SiH2:19][O:27][C:6]([CH3:5])([CH3:8])[C:7]1[CH:13]=[CH:14][N:10]=[C:11]([NH2:12])[CH:2]=1)([CH3:18])([CH3:17])[CH3:15].